Predict the reactants needed to synthesize the given product. From a dataset of Full USPTO retrosynthesis dataset with 1.9M reactions from patents (1976-2016). (1) Given the product [NH4+:9].[OH-:5].[CH:1]1([CH2:4][NH:9][CH2:6][CH:7]=[CH2:8])[CH2:3][CH2:2]1, predict the reactants needed to synthesize it. The reactants are: [CH:1]1([CH:4]=[O:5])[CH2:3][CH2:2]1.[CH2:6]([NH2:9])[CH:7]=[CH2:8].C([BH3-])#N.[Na+]. (2) Given the product [CH:34]1([C:32]2[N:33]=[C:27]([CH:12]3[CH2:13][CH:14]([C:16]4[CH:17]=[CH:18][C:19]([O:22][C:23]([F:26])([F:25])[F:24])=[CH:20][CH:21]=4)[CH2:15][N:10]([C:8]([N:5]4[CH2:4][CH2:3][CH:2]([OH:1])[CH2:7][CH2:6]4)=[O:9])[CH2:11]3)[O:28][N:31]=2)[CH2:36][CH2:35]1, predict the reactants needed to synthesize it. The reactants are: [OH:1][CH:2]1[CH2:7][CH2:6][N:5]([C:8]([N:10]2[CH2:15][CH:14]([C:16]3[CH:21]=[CH:20][C:19]([O:22][C:23]([F:26])([F:25])[F:24])=[CH:18][CH:17]=3)[CH2:13][CH:12]([C:27](O)=[O:28])[CH2:11]2)=[O:9])[CH2:4][CH2:3]1.O[N:31]=[C:32]([CH:34]1[CH2:36][CH2:35]1)[NH2:33]. (3) Given the product [CH2:9]([CH:15]([CH2:19][CH2:20][CH2:21][CH2:22][CH2:23][CH2:24][CH2:25][CH3:26])[C:16]([O:7][CH2:6][CH2:5][CH2:4][CH2:3][CH2:2][CH2:1][OH:8])=[O:17])[CH2:10][CH2:11][CH2:12][CH2:13][CH3:14], predict the reactants needed to synthesize it. The reactants are: [CH2:1]([OH:8])[CH2:2][CH2:3][CH2:4][CH2:5][CH2:6][OH:7].[CH2:9]([CH:15]([CH2:19][CH2:20][CH2:21][CH2:22][CH2:23][CH2:24][CH2:25][CH3:26])[C:16](Cl)=[O:17])[CH2:10][CH2:11][CH2:12][CH2:13][CH3:14].C(N(CC)CC)C. (4) The reactants are: [Cl:1][C:2]1[CH:3]=[CH:4][C:5]2[O:9][C:8]([CH:10]([NH:15][C:16]3[CH:24]=[CH:23][C:19]([C:20](O)=[O:21])=[CH:18][CH:17]=3)[CH2:11][CH:12]([CH3:14])[CH3:13])=[C:7]([CH3:25])[C:6]=2[CH:26]=1.Cl.[CH2:28]([O:30][C:31](=[O:35])[CH2:32][CH2:33][NH2:34])[CH3:29].O.ON1C2C=CC=CC=2N=N1.Cl.C(N=C=NCCCN(C)C)C.Cl. Given the product [Cl:1][C:2]1[CH:3]=[CH:4][C:5]2[O:9][C:8]([CH:10]([NH:15][C:16]3[CH:17]=[CH:18][C:19]([C:20]([NH:34][CH2:33][CH2:32][C:31]([O:30][CH2:28][CH3:29])=[O:35])=[O:21])=[CH:23][CH:24]=3)[CH2:11][CH:12]([CH3:14])[CH3:13])=[C:7]([CH3:25])[C:6]=2[CH:26]=1, predict the reactants needed to synthesize it. (5) Given the product [C:24]([C:25]1[C:26](=[C:15]([C:14]#[N:18])[C:16]#[N:17])[O:12][C:9]([CH3:11])([CH3:10])[C:8]=1[C:5]1[CH:6]=[CH:7][C:2]([Br:1])=[CH:3][CH:4]=1)#[N:23], predict the reactants needed to synthesize it. The reactants are: [Br:1][C:2]1[CH:7]=[CH:6][C:5]([C:8](=O)[C:9]([OH:12])([CH3:11])[CH3:10])=[CH:4][CH:3]=1.[C:14](#[N:18])[CH2:15][C:16]#[N:17].C(O)(=O)C.[N:23]1C=C[CH:26]=[CH:25][CH:24]=1. (6) Given the product [C:1]1([C:7]2([CH3:16])[CH2:12][N:11]([CH3:13])[C:10](=[O:14])[N:9]([CH2:37][C:38](=[O:39])[C:40]3[CH:41]=[N:42][CH:43]=[CH:44][CH:45]=3)[C:8]2=[O:15])[CH2:2][CH2:3][CH2:4][CH2:5][CH:6]=1.[CH:17]1([C:23]2([CH3:32])[CH2:28][N:27]([CH3:29])[C:26](=[O:30])[N:25]([CH2:37][C:38](=[O:39])[C:40]3[CH:41]=[N:42][CH:43]=[CH:44][CH:45]=3)[C:24]2=[O:31])[CH2:22][CH2:21][CH2:20][CH2:19][CH2:18]1, predict the reactants needed to synthesize it. The reactants are: [CH:1]1([C:7]2([CH3:16])[CH2:12][N:11]([CH3:13])[C:10](=[O:14])[NH:9][C:8]2=[O:15])[CH2:6][CH2:5][CH2:4][CH2:3][CH2:2]1.[C:17]1([C:23]2([CH3:32])[CH2:28][N:27]([CH3:29])[C:26](=[O:30])[NH:25][C:24]2=[O:31])[CH2:22][CH2:21][CH2:20][CH2:19][CH:18]=1.[H-].[Na+].Br.Br[CH2:37][C:38]([C:40]1[CH:41]=[N:42][CH:43]=[CH:44][CH:45]=1)=[O:39]. (7) Given the product [CH2:11]([N:5]1[C:6]2[C:26](=[CH:21][CH:22]=[CH:23][CH:2]=2)[CH:27]=[C:28]([CH3:19])[CH2:4]1)[CH2:12][CH2:13][CH2:14][CH3:15].[Br-:10].[Cl:1][C:2]1[NH:3][CH:4]=[NH+:5][C:6]=1[Cl:7], predict the reactants needed to synthesize it. The reactants are: [Cl:1][C:2]1[N:3]=[CH:4][NH:5][C:6]=1[Cl:7].[OH-].[K+].[Br:10][CH2:11][CH2:12][CH2:13][CH2:14][CH3:15].Cl.ClC[C:19]1[CH:28]=[CH:27][C:26]2[C:21](=[CH:22][CH:23]=CC=2)N=1. (8) Given the product [F:13][CH:12]([F:14])[O:11][C:7]1[C:6]2[C:2]([N:19]([CH2:20][CH3:21])[CH2:17][CH3:18])=[N:3][S:4](=[O:16])(=[O:15])[C:5]=2[CH:10]=[CH:9][CH:8]=1, predict the reactants needed to synthesize it. The reactants are: Cl[C:2]1[C:6]2[C:7]([O:11][CH:12]([F:14])[F:13])=[CH:8][CH:9]=[CH:10][C:5]=2[S:4](=[O:16])(=[O:15])[N:3]=1.[CH2:17]([NH:19][CH2:20][CH3:21])[CH3:18]. (9) Given the product [Cl:24][C:17]1[C:18]([C:20]([F:21])([F:22])[F:23])=[CH:19][C:14]2[N:13]=[C:12]([CH2:25][CH3:26])[N:11]([C:8]3[CH:9]=[CH:10][C:5]([CH2:4][CH2:3][O:2][C:1](=[O:34])[NH:44][S:41]([C:39]4[N:38]=[C:37]([CH3:45])[N:36]([CH3:35])[CH:40]=4)(=[O:42])=[O:43])=[CH:6][CH:7]=3)[C:15]=2[CH:16]=1, predict the reactants needed to synthesize it. The reactants are: [C:1](=[O:34])(OC1C=CC=CC=1)[O:2][CH2:3][CH2:4][C:5]1[CH:10]=[CH:9][C:8]([N:11]2[C:15]3[CH:16]=[C:17]([Cl:24])[C:18]([C:20]([F:23])([F:22])[F:21])=[CH:19][C:14]=3[N:13]=[C:12]2[CH2:25][CH3:26])=[CH:7][CH:6]=1.[CH3:35][N:36]1[CH:40]=[C:39]([S:41]([NH2:44])(=[O:43])=[O:42])[N:38]=[C:37]1[CH3:45].